Task: Predict the reactants needed to synthesize the given product.. Dataset: Full USPTO retrosynthesis dataset with 1.9M reactions from patents (1976-2016) (1) Given the product [Br:1][C:2]1[CH:10]=[CH:9][CH:8]=[C:7]2[C:3]=1[C:4]1([C:20]3[CH:25]=[C:24]([F:26])[C:23]([F:27])=[CH:22][C:21]=3[O:19][CH2:18]1)[C:5](=[O:17])[N:6]2[CH2:11][C:12]([O:14][CH2:15][CH3:16])=[O:13], predict the reactants needed to synthesize it. The reactants are: [Br:1][C:2]1[CH:10]=[CH:9][CH:8]=[C:7]2[C:3]=1[C:4]([C:20]1[CH:25]=[C:24]([F:26])[C:23]([F:27])=[CH:22][C:21]=1O)([CH2:18][OH:19])[C:5](=[O:17])[N:6]2[CH2:11][C:12]([O:14][CH2:15][CH3:16])=[O:13].OC1C=C2C(CCC2)=CC=1C1(CO)C2C(=CC=CC=2)N(CC(OCC)=O)C1=O. (2) Given the product [CH2:12]([N:11]([CH3:10])[C:7]([C:5]1[CH:4]=[N:3][N:2]([CH3:1])[CH:6]=1)=[O:9])[CH3:13], predict the reactants needed to synthesize it. The reactants are: [CH3:1][N:2]1[CH:6]=[C:5]([C:7]([OH:9])=O)[CH:4]=[N:3]1.[CH3:10][NH:11][CH2:12][CH3:13]. (3) The reactants are: [O:1]=[C:2]1[CH2:6][CH2:5][CH2:4][CH:3]1[C:7]([O:9][CH2:10][CH3:11])=[O:8].C(=O)([O-])[O-].[K+].[K+].Br[CH2:19][CH2:20][CH2:21][CH3:22]. Given the product [CH2:19]([C:3]1([C:7]([O:9][CH2:10][CH3:11])=[O:8])[CH2:4][CH2:5][CH2:6][C:2]1=[O:1])[CH2:20][CH2:21][CH3:22], predict the reactants needed to synthesize it. (4) Given the product [CH3:3][CH:2]([O:4][C:5](=[O:29])[NH:6][C@H:7]1[C:16]2[C:11](=[CH:12][CH:13]=[C:14]([C:17]3[CH:18]=[CH:19][C:20]([CH2:23][NH:31][CH3:30])=[CH:21][CH:22]=3)[CH:15]=2)[N:10]([C:25](=[O:27])[CH3:26])[C@@H:9]([CH3:28])[CH2:8]1)[CH3:1], predict the reactants needed to synthesize it. The reactants are: [CH3:1][CH:2]([O:4][C:5](=[O:29])[NH:6][C@H:7]1[C:16]2[C:11](=[CH:12][CH:13]=[C:14]([C:17]3[CH:22]=[CH:21][C:20]([CH:23]=O)=[CH:19][CH:18]=3)[CH:15]=2)[N:10]([C:25](=[O:27])[CH3:26])[C@@H:9]([CH3:28])[CH2:8]1)[CH3:3].[CH3:30][NH2:31].C1COCC1.[BH4-].[Na+]. (5) Given the product [O:2]1[CH2:7][CH2:6][N:5]([CH2:8][CH2:9][NH:11][CH2:12][CH2:13][OH:14])[CH2:4][CH2:3]1, predict the reactants needed to synthesize it. The reactants are: Cl.[O:2]1[CH2:7][CH2:6][N:5]([CH2:8][CH2:9]Cl)[CH2:4][CH2:3]1.[NH2:11][CH2:12][CH2:13][OH:14].[Cl-].[Na+].